This data is from Peptide-MHC class I binding affinity with 185,985 pairs from IEDB/IMGT. The task is: Regression. Given a peptide amino acid sequence and an MHC pseudo amino acid sequence, predict their binding affinity value. This is MHC class I binding data. (1) The peptide sequence is RREKRSVAL. The MHC is HLA-B08:01 with pseudo-sequence HLA-B08:01. The binding affinity (normalized) is 0.657. (2) The binding affinity (normalized) is 0.539. The peptide sequence is RMAWGGSYI. The MHC is HLA-A02:01 with pseudo-sequence HLA-A02:01.